This data is from Forward reaction prediction with 1.9M reactions from USPTO patents (1976-2016). The task is: Predict the product of the given reaction. Given the reactants [C:1]([O:5][C:6](N1CCC(C(O)=O)CC1)=[O:7])([CH3:4])([CH3:3])[CH3:2].C([N:19]([CH2:22][CH3:23])[CH2:20][CH3:21])C.C1C=CC2N([OH:33])N=NC=2C=1.[CH3:34][CH2:35][N:36]=[C:37]=NCCCN(C)C.CN([CH:48]=[O:49])C, predict the reaction product. The product is: [CH3:48][O:49][N:36]([CH3:37])[C:35]([C:34]1([C:6]([O:5][C:1]([CH3:2])([CH3:3])[CH3:4])=[O:7])[CH2:21][CH2:20][NH:19][CH2:22][CH2:23]1)=[O:33].